Dataset: Forward reaction prediction with 1.9M reactions from USPTO patents (1976-2016). Task: Predict the product of the given reaction. (1) The product is: [Cl:1][C:2]1[CH:3]=[C:4]2[C:13](=[C:14]3[C:19]=1[CH:18]=[CH:17][CH:16]=[N:15]3)[NH:12][S:11](=[O:21])(=[O:20])[C:10]1[C:5]2=[CH:6][C:7]([N:27]2[CH2:28][CH2:29][CH:24]([OH:23])[CH2:25][CH2:26]2)=[CH:8][CH:9]=1. Given the reactants [Cl:1][C:2]1[CH:3]=[C:4]2[C:13](=[C:14]3[C:19]=1[CH:18]=[CH:17][CH:16]=[N:15]3)[NH:12][S:11](=[O:21])(=[O:20])[C:10]1[C:5]2=[CH:6][C:7](F)=[CH:8][CH:9]=1.[OH:23][CH:24]1[CH2:29][CH2:28][NH:27][CH2:26][CH2:25]1, predict the reaction product. (2) Given the reactants [C:1]1([S:7]([C:10]2[CH:14]=[C:13]([CH3:15])[S:12][C:11]=2[CH:16]=O)(=[O:9])=[O:8])[CH:6]=[CH:5][CH:4]=[CH:3][CH:2]=1.[CH3:18][O:19][C:20](=[O:33])[CH2:21][N:22]1[C:30]2[C:25](=[CH:26][C:27]([F:31])=[CH:28][CH:29]=2)[CH:24]=[C:23]1[CH3:32], predict the reaction product. The product is: [CH3:18][O:19][C:20](=[O:33])[CH2:21][N:22]1[C:30]2[C:25](=[CH:26][C:27]([F:31])=[CH:28][CH:29]=2)[C:24]([CH2:16][C:11]2[S:12][C:13]([CH3:15])=[CH:14][C:10]=2[S:7]([C:1]2[CH:2]=[CH:3][CH:4]=[CH:5][CH:6]=2)(=[O:8])=[O:9])=[C:23]1[CH3:32]. (3) Given the reactants N[C:2]1[CH:7]=[C:6]([CH3:8])[CH:5]=[CH:4][C:3]=1[C:9]1[CH:14]=[CH:13][C:12]([CH3:15])=[CH:11][C:10]=1[NH2:16].C(C1C=CC=CC=1S(O)(=O)=O)CCCCCCCCCCC, predict the reaction product. The product is: [CH3:15][C:12]1[CH:13]=[CH:14][C:9]2[C:3]3[C:2](=[CH:7][C:6]([CH3:8])=[CH:5][CH:4]=3)[NH:16][C:10]=2[CH:11]=1. (4) Given the reactants [CH2:1]([C:3]1[N:4]=[C:5]([CH3:25])[NH:6][C:7](=[O:24])[C:8]=1[CH2:9][C:10]1[CH:15]=[CH:14][C:13]([C:16]2[C:17]([C:22]#[N:23])=[CH:18][CH:19]=[CH:20][CH:21]=2)=[CH:12][CH:11]=1)[CH3:2].[CH:26]([O:29][C:30]1[CH:35]=[CH:34][C:33](B(O)O)=[CH:32][CH:31]=1)([CH3:28])[CH3:27].C(N(CC)CC)C.N1C=CC=CC=1, predict the reaction product. The product is: [CH2:1]([C:3]1[N:4]=[C:5]([CH3:25])[N:6]([C:33]2[CH:34]=[CH:35][C:30]([O:29][CH:26]([CH3:28])[CH3:27])=[CH:31][CH:32]=2)[C:7](=[O:24])[C:8]=1[CH2:9][C:10]1[CH:15]=[CH:14][C:13]([C:16]2[C:17]([C:22]#[N:23])=[CH:18][CH:19]=[CH:20][CH:21]=2)=[CH:12][CH:11]=1)[CH3:2].